This data is from Catalyst prediction with 721,799 reactions and 888 catalyst types from USPTO. The task is: Predict which catalyst facilitates the given reaction. (1) Reactant: Cl.[NH2:2][C:3]1[C:12]2[C:7](=[CH:8][CH:9]=[CH:10][CH:11]=2)[C:6]([OH:13])=[CH:5][CH:4]=1.C([Li])CCC.[C:19](O[C:19]([O:21][C:22]([CH3:25])([CH3:24])[CH3:23])=[O:20])([O:21][C:22]([CH3:25])([CH3:24])[CH3:23])=[O:20]. Product: [OH:13][C:6]1[C:7]2[C:12](=[CH:11][CH:10]=[CH:9][CH:8]=2)[C:3]([NH:2][C:19](=[O:20])[O:21][C:22]([CH3:25])([CH3:24])[CH3:23])=[CH:4][CH:5]=1. The catalyst class is: 49. (2) Product: [CH:12]1([O:10][C:7]2[CH:8]=[CH:9][C:4]([NH2:1])=[CH:5][CH:6]=2)[CH2:16][CH2:15][CH2:14][CH2:13]1. Reactant: [N+:1]([C:4]1[CH:9]=[CH:8][C:7]([OH:10])=[CH:6][CH:5]=1)([O-])=O.Br[CH:12]1[CH2:16][CH2:15][CH2:14][CH2:13]1.C(=O)([O-])[O-].[K+].[K+].CN(C=O)C. The catalyst class is: 6. (3) Reactant: C(OC(=O)[NH:7][C:8]1[CH:13]=[CH:12][C:11]([C:14]2[CH:19]=[CH:18][CH:17]=[CH:16][C:15]=2[F:20])=[CH:10][C:9]=1[NH:21][C:22](=[O:34])[CH2:23][C:24]([C:26]1[CH:31]=[CH:30][N:29]=[C:28]([C:32]#[N:33])[CH:27]=1)=O)(C)(C)C.C(O)(C(F)(F)F)=O. Product: [F:20][C:15]1[CH:16]=[CH:17][CH:18]=[CH:19][C:14]=1[C:11]1[CH:12]=[CH:13][C:8]2[N:7]=[C:24]([C:26]3[CH:31]=[CH:30][N:29]=[C:28]([C:32]#[N:33])[CH:27]=3)[CH2:23][C:22](=[O:34])[NH:21][C:9]=2[CH:10]=1. The catalyst class is: 2. (4) Reactant: [Na].[NH2:2][C:3]([C:7]1[CH:12]=[CH:11][C:10]([Cl:13])=[CH:9][C:8]=1[Cl:14])=[CH:4][C:5]#[N:6].[C:15](=O)([O:19]CC)[O:16][CH2:17][CH3:18].Cl. Product: [CH2:17]([O:16][C:15](=[O:19])[NH:2][C:3]([C:7]1[CH:12]=[CH:11][C:10]([Cl:13])=[CH:9][C:8]=1[Cl:14])=[CH:4][C:5]#[N:6])[CH3:18]. The catalyst class is: 815.